Dataset: Full USPTO retrosynthesis dataset with 1.9M reactions from patents (1976-2016). Task: Predict the reactants needed to synthesize the given product. (1) Given the product [C:1]([O:5][C:6]([N:8]1[CH2:11][C:10]([O:13][C:14]2[CH:15]=[CH:16][C:17]3[O:22][CH2:21][C:20](=[S:41])[N:19]([CH:24]([C:26]([O:28][CH2:29][CH3:30])=[O:27])[CH3:25])[C:18]=3[CH:31]=2)([CH3:12])[CH2:9]1)=[O:7])([CH3:4])([CH3:3])[CH3:2], predict the reactants needed to synthesize it. The reactants are: [C:1]([O:5][C:6]([N:8]1[CH2:11][C:10]([O:13][C:14]2[CH:15]=[CH:16][C:17]3[O:22][CH2:21][C:20](=O)[N:19]([CH:24]([C:26]([O:28][CH2:29][CH3:30])=[O:27])[CH3:25])[C:18]=3[CH:31]=2)([CH3:12])[CH2:9]1)=[O:7])([CH3:4])([CH3:3])[CH3:2].COC1C=CC(P2(SP(C3C=CC(OC)=CC=3)(=S)S2)=[S:41])=CC=1. (2) Given the product [CH3:18][O:19][C:20](=[O:29])[C@:21]([CH3:28])([CH2:23][SH:24])[NH2:22], predict the reactants needed to synthesize it. The reactants are: C1(P(N=[N+]=[N-])(C2C=CC=CC=2)=O)C=CC=CC=1.[CH3:18][O:19][C:20](=[O:29])[C@:21]([CH3:28])([CH2:23][S:24]C(=O)C)[NH2:22]. (3) Given the product [CH3:1][C:2]1[N:3]([CH:20]2[CH2:21][CH2:22][CH2:23][CH2:24][O:19]2)[N:4]=[C:5]2[C:14]3[CH:13]=[C:12]([N+:15]([O-:17])=[O:16])[CH:11]=[CH:10][C:9]=3[NH:8][C:7](=[O:18])[C:6]=12, predict the reactants needed to synthesize it. The reactants are: [CH3:1][C:2]1[NH:3][N:4]=[C:5]2[C:14]3[CH:13]=[C:12]([N+:15]([O-:17])=[O:16])[CH:11]=[CH:10][C:9]=3[NH:8][C:7](=[O:18])[C:6]=12.[O:19]1[CH:24]=[CH:23][CH2:22][CH2:21][CH2:20]1.C1(C)C=CC(S(O)(=O)=O)=CC=1. (4) Given the product [Br:1][C:2]1[CH:7]=[C:6]([F:8])[CH:5]=[CH:4][C:3]=1[CH:9]1[N:10]=[C:11]([C:22]2[O:23][CH:24]=[CH:25][CH:26]=2)[NH:12][C:13]([CH2:20][N:27]2[CH2:32][CH2:31][O:30][CH2:29][CH:28]2[C:33]([OH:35])=[O:34])=[C:14]1[C:15]([O:17][CH2:18][CH3:19])=[O:16], predict the reactants needed to synthesize it. The reactants are: [Br:1][C:2]1[CH:7]=[C:6]([F:8])[CH:5]=[CH:4][C:3]=1[CH:9]1[C:14]([C:15]([O:17][CH2:18][CH3:19])=[O:16])=[C:13]([CH2:20]Br)[NH:12][C:11]([C:22]2[O:23][CH:24]=[CH:25][CH:26]=2)=[N:10]1.[NH:27]1[CH2:32][CH2:31][O:30][CH2:29][CH:28]1[C:33]([OH:35])=[O:34]. (5) Given the product [CH3:20][O:1][C:2]1[C:11]2[C:6](=[CH:7][CH:8]=[CH:9][CH:10]=2)[CH:5]=[C:4]([O:18][CH3:19])[CH:3]=1, predict the reactants needed to synthesize it. The reactants are: [OH:1][C:2]1[C:11]2[C:6](=[CH:7][CH:8]=[CH:9][CH:10]=2)[CH:5]=[C:4](O)[CH:3]=1.S([O:18][CH3:19])(OC)(=O)=O.[CH3:20]O. (6) Given the product [C:3]([C:5]1[CH:6]=[CH:7][C:8]([N:11]([CH2:31][CH2:32][CH3:33])[CH2:12][CH2:13][CH2:14][O:15][C:16]2[CH:17]=[C:18]3[C:22](=[CH:23][CH:24]=2)[C@H:21]([CH2:25][C:26]([O:28][CH2:29][CH3:30])=[O:27])[CH2:20][CH2:19]3)=[N:9][CH:10]=1)#[N:4], predict the reactants needed to synthesize it. The reactants are: [H-].[Na+].[C:3]([C:5]1[CH:6]=[CH:7][C:8]([NH:11][CH2:12][CH2:13][CH2:14][O:15][C:16]2[CH:17]=[C:18]3[C:22](=[CH:23][CH:24]=2)[C@H:21]([CH2:25][C:26]([O:28][CH2:29][CH3:30])=[O:27])[CH2:20][CH2:19]3)=[N:9][CH:10]=1)#[N:4].[CH2:31](I)[CH2:32][CH3:33].